This data is from Catalyst prediction with 721,799 reactions and 888 catalyst types from USPTO. The task is: Predict which catalyst facilitates the given reaction. (1) Reactant: [H-].[Al+3].[Li+].[H-].[H-].[H-].[O:7]1[C:11]2[CH:12]=[CH:13][C:14]([CH2:16][CH2:17][C:18](O)=[O:19])=[CH:15][C:10]=2[O:9][CH2:8]1.Cl. Product: [O:7]1[C:11]2[CH:12]=[CH:13][C:14]([CH2:16][CH2:17][CH2:18][OH:19])=[CH:15][C:10]=2[O:9][CH2:8]1. The catalyst class is: 1. (2) Reactant: [O:1]=[S:2]1(=[O:38])[CH2:7][CH2:6][CH:5]([C:8]2[C:16]3[C:11](=[C:12]([C:35]([NH2:37])=[O:36])[CH:13]=[C:14]([C:17]4[S:18][C:19]([CH2:22][CH2:23][C:24]([CH3:34])([O:26][Si](CC)(CC)CC)[CH3:25])=[CH:20][CH:21]=4)[CH:15]=3)[NH:10][CH:9]=2)[CH2:4][CH2:3]1.[F-].C([N+](CCCC)(CCCC)CCCC)CCC. Product: [O:38]=[S:2]1(=[O:1])[CH2:3][CH2:4][CH:5]([C:8]2[C:16]3[C:11](=[C:12]([C:35]([NH2:37])=[O:36])[CH:13]=[C:14]([C:17]4[S:18][C:19]([CH2:22][CH2:23][C:24]([OH:26])([CH3:34])[CH3:25])=[CH:20][CH:21]=4)[CH:15]=3)[NH:10][CH:9]=2)[CH2:6][CH2:7]1. The catalyst class is: 7. (3) Reactant: [I:1][C:2]1[CH:3]=[C:4]([CH:8]=[CH:9][C:10]=1[CH3:11])[C:5](Cl)=[O:6].IC1C=C(C=CC=1C)C(O)=O.O=S(Cl)Cl.[CH3:27][N:28]1[CH2:33][CH2:32][N:31]([CH2:34][C:35]2[CH:41]=[CH:40][C:38]([NH2:39])=[CH:37][C:36]=2[C:42]([F:45])([F:44])[F:43])[CH2:30][CH2:29]1.C(N(CC)C(C)C)(C)C. Product: [I:1][C:2]1[CH:3]=[C:4]([CH:8]=[CH:9][C:10]=1[CH3:11])[C:5]([NH:39][C:38]1[CH:40]=[CH:41][C:35]([CH2:34][N:31]2[CH2:30][CH2:29][N:28]([CH3:27])[CH2:33][CH2:32]2)=[C:36]([C:42]([F:45])([F:44])[F:43])[CH:37]=1)=[O:6]. The catalyst class is: 251. (4) Reactant: Cl[C:2]1[N:7]=[C:6]([O:8][CH3:9])[CH:5]=[C:4]([O:10][CH3:11])[N:3]=1.[C:12]([O:16][C:17]([N:19]1[CH2:24][CH2:23][CH:22]([NH2:25])[CH2:21][CH2:20]1)=[O:18])([CH3:15])([CH3:14])[CH3:13]. Product: [C:12]([O:16][C:17]([N:19]1[CH2:24][CH2:23][CH:22]([NH:25][C:2]2[N:7]=[C:6]([O:8][CH3:9])[CH:5]=[C:4]([O:10][CH3:11])[N:3]=2)[CH2:21][CH2:20]1)=[O:18])([CH3:15])([CH3:13])[CH3:14]. The catalyst class is: 3. (5) Reactant: [C:9](O[C:9]([O:11][C:12]([CH3:15])([CH3:14])[CH3:13])=[O:10])([O:11][C:12]([CH3:15])([CH3:14])[CH3:13])=[O:10].[CH2:16]([NH2:19])[CH2:17][NH2:18]. Product: [C:12]([O:11][C:9](=[O:10])[NH:18][CH2:17][CH2:16][NH2:19])([CH3:13])([CH3:14])[CH3:15]. The catalyst class is: 4. (6) Reactant: [C:1]([OH:24])(=O)[CH2:2][CH2:3][CH2:4][CH2:5][CH2:6][CH2:7][CH2:8][CH2:9][CH2:10][CH2:11][CH2:12][CH2:13][CH2:14][CH2:15][CH2:16][CH2:17][CH2:18][CH2:19][CH2:20][CH2:21][CH3:22].S(Cl)([Cl:27])=O. Product: [C:1]([Cl:27])(=[O:24])[CH2:2][CH2:3][CH2:4][CH2:5][CH2:6][CH2:7][CH2:8][CH2:9][CH2:10][CH2:11][CH2:12][CH2:13][CH2:14][CH2:15][CH2:16][CH2:17][CH2:18][CH2:19][CH2:20][CH2:21][CH3:22]. The catalyst class is: 22. (7) Reactant: Cl[C:2]1[C:3](=[O:18])[NH:4][C:5]2[C:10]([N:11]=1)=[CH:9][C:8]([C:12]([O:14][CH3:15])=[O:13])=[C:7]([O:16][CH3:17])[CH:6]=2.CC[N:21]([CH:25]([CH3:27])[CH3:26])[CH:22]([CH3:24])C.Cl.CN1CCCC1. Product: [CH3:17][O:16][C:7]1[CH:6]=[C:5]2[C:10]([N:11]=[C:2]([N:21]3[CH2:22][CH2:24][CH2:27][C@@H:25]3[CH3:26])[C:3](=[O:18])[NH:4]2)=[CH:9][C:8]=1[C:12]([O:14][CH3:15])=[O:13]. The catalyst class is: 16.